From a dataset of Forward reaction prediction with 1.9M reactions from USPTO patents (1976-2016). Predict the product of the given reaction. (1) Given the reactants [CH2:1]([NH:8][C:9]1[N:14]2[N:15]=[CH:16][C:17]([Br:18])=[C:13]2[N:12]=[CH:11][C:10]=1[C:19]([OH:21])=O)[C:2]1[CH:7]=[CH:6][CH:5]=[CH:4][CH:3]=1.Cl.[CH3:23][C:24]1[CH:29]=[CH:28][CH:27]=[CH:26][C:25]=1[CH:30]1[CH2:35][CH2:34][NH:33][CH2:32][CH2:31]1, predict the reaction product. The product is: [CH2:1]([NH:8][C:9]1[N:14]2[N:15]=[CH:16][C:17]([Br:18])=[C:13]2[N:12]=[CH:11][C:10]=1[C:19]([N:33]1[CH2:34][CH2:35][CH:30]([C:25]2[CH:26]=[CH:27][CH:28]=[CH:29][C:24]=2[CH3:23])[CH2:31][CH2:32]1)=[O:21])[C:2]1[CH:3]=[CH:4][CH:5]=[CH:6][CH:7]=1. (2) Given the reactants [CH3:1][C:2]1[N:3]=[C:4]2[C:13]3[CH2:12][CH:11]([C:14]4[CH:19]=[CH:18][CH:17]=[CH:16][CH:15]=4)[CH2:10][CH2:9][C:8]=3[C:7]([C:20]([OH:22])=O)=[CH:6][N:5]2[C:23]=1[CH3:24].CN(C(ON1N=NC2C=CC=CC1=2)=[N+](C)C)C.[B-](F)(F)(F)F.[CH3:47][O:48][CH2:49][CH2:50][NH2:51].[Cl-].[NH4+], predict the reaction product. The product is: [CH3:47][O:48][CH2:49][CH2:50][NH:51][C:20]([C:7]1[C:8]2[CH2:9][CH2:10][CH:11]([C:14]3[CH:19]=[CH:18][CH:17]=[CH:16][CH:15]=3)[CH2:12][C:13]=2[C:4]2=[N:3][C:2]([CH3:1])=[C:23]([CH3:24])[N:5]2[CH:6]=1)=[O:22]. (3) Given the reactants [OH:1][C:2]1[CH:3]=[C:4]([CH:7]=[CH:8][C:9]=1[OH:10])[CH:5]=[O:6].C(=O)([O-])[O-].[K+].[K+].Br[CH:18]([CH3:20])[CH3:19].Cl, predict the reaction product. The product is: [OH:1][C:2]1[CH:3]=[C:4]([CH:7]=[CH:8][C:9]=1[O:10][CH:18]([CH3:20])[CH3:19])[CH:5]=[O:6].